Dataset: Reaction yield outcomes from USPTO patents with 853,638 reactions. Task: Predict the reaction yield, written as a fraction of the theoretical maximum amount of product (1.0 means a 100% yield; for example, 0.34 means a 34% yield). (1) The reactants are P(C(C)(C)C)(C(C)(C)C)C(C)(C)C.Br[C:15]1[CH:20]=[CH:19][C:18]([CH:21]([C:23]2[C:32]3[C:27](=[CH:28][C:29]([O:33][CH3:34])=[CH:30][CH:31]=3)[N:26]=[CH:25][CH:24]=2)[OH:22])=[CH:17][CH:16]=1.[Li+].C[Si]([N-:40][Si](C)(C)C)(C)C. The catalyst is C1(C)C=CC=CC=1.CO.C1C=CC(/C=C/C(/C=C/C2C=CC=CC=2)=O)=CC=1.C1C=CC(/C=C/C(/C=C/C2C=CC=CC=2)=O)=CC=1.C1C=CC(/C=C/C(/C=C/C2C=CC=CC=2)=O)=CC=1.[Pd].[Pd]. The product is [NH2:40][C:15]1[CH:20]=[CH:19][C:18]([CH:21]([C:23]2[C:32]3[C:27](=[CH:28][C:29]([O:33][CH3:34])=[CH:30][CH:31]=3)[N:26]=[CH:25][CH:24]=2)[OH:22])=[CH:17][CH:16]=1. The yield is 0.540. (2) The catalyst is C1COCC1. The yield is 0.600. The reactants are [CH3:1][CH:2]([C:4]1[N:8]=[C:7]([N:9]2[CH2:14][CH2:13][CH:12]([CH2:15][OH:16])[CH2:11][CH2:10]2)[O:6][N:5]=1)[CH3:3].[Br:17][C:18]1[N:23]=[CH:22][C:21](O)=[CH:20][CH:19]=1.C1C=CC(P(C2C=CC=CC=2)C2C=CC=CC=2)=CC=1.N(C(OC(C)C)=O)=NC(OC(C)C)=O. The product is [Br:17][C:18]1[CH:19]=[CH:20][C:21]([O:16][CH2:15][CH:12]2[CH2:13][CH2:14][N:9]([C:7]3[O:6][N:5]=[C:4]([CH:2]([CH3:1])[CH3:3])[N:8]=3)[CH2:10][CH2:11]2)=[CH:22][N:23]=1. (3) The reactants are [CH2:1]([N:3]1[C:11]2[C:6](=[CH:7][C:8]([C:12](=O)[CH2:13][C:14]([O:16]CC)=O)=[CH:9][CH:10]=2)[CH:5]=[N:4]1)[CH3:2].[NH2:20][C:21]1[NH:25][N:24]=[C:23]([CH2:26][CH2:27][CH3:28])[C:22]=1[C:29]#[N:30].CO. The catalyst is CCCCO.CC1C=CC(S(O)(=O)=O)=CC=1. The product is [CH2:1]([N:3]1[C:11]2[C:6](=[CH:7][C:8]([C:12]3[NH:20][C:21]4[N:25]([N:24]=[C:23]([CH2:26][CH2:27][CH3:28])[C:22]=4[C:29]#[N:30])[C:14](=[O:16])[CH:13]=3)=[CH:9][CH:10]=2)[CH:5]=[N:4]1)[CH3:2]. The yield is 0.870. (4) The catalyst is CCO. The yield is 1.00. The product is [N:27]1[C:28]2[C:23](=[CH:22][CH:21]=[CH:20][C:19]=2[S:16]([NH:15][C:6]2([C:4]([OH:5])=[O:3])[CH2:14][C:13]3[C:8](=[CH:9][CH:10]=[CH:11][CH:12]=3)[CH2:7]2)(=[O:18])=[O:17])[CH:24]=[CH:25][CH:26]=1. The reactants are C([O:3][C:4]([C:6]1([NH:15][S:16]([C:19]2[CH:20]=[CH:21][CH:22]=[C:23]3[C:28]=2[N:27]=[CH:26][CH:25]=[CH:24]3)(=[O:18])=[O:17])[CH2:14][C:13]2[C:8](=[CH:9][CH:10]=[CH:11][CH:12]=2)[CH2:7]1)=[O:5])C.[OH-].[K+].O. (5) The reactants are [NH:1]1[CH2:6][CH2:5][CH2:4][C@@H:3]([NH:7][C:8](=[O:14])[O:9][C:10]([CH3:13])([CH3:12])[CH3:11])[CH2:2]1.[Br:15][C:16]1[C:17](F)=[C:18]2[C:24]([NH:25][C:26](=[O:34])[C:27]3[CH:32]=[C:31]([CH3:33])[CH:30]=[N:29][CH:28]=3)=[CH:23][NH:22][C:19]2=[N:20][CH:21]=1. The catalyst is CCCCO. The product is [Br:15][C:16]1[C:17]([N:1]2[CH2:6][CH2:5][CH2:4][C@@H:3]([NH:7][C:8](=[O:14])[O:9][C:10]([CH3:11])([CH3:13])[CH3:12])[CH2:2]2)=[C:18]2[C:24]([NH:25][C:26](=[O:34])[C:27]3[CH:32]=[C:31]([CH3:33])[CH:30]=[N:29][CH:28]=3)=[CH:23][NH:22][C:19]2=[N:20][CH:21]=1. The yield is 0.310. (6) The reactants are [CH3:1][O:2][CH2:3][O:4][C:5]1[CH:10]=[C:9]([C:11]([CH3:19])([CH3:18])[CH2:12][CH2:13][CH2:14][CH2:15][CH2:16][CH3:17])[CH:8]=[C:7]([O:20][CH2:21][O:22][CH3:23])[CH:6]=1.[Li]CCCC.[B:29](OC)([O:32]C)[O:30]C.Cl. The catalyst is C1COCC1.O. The product is [CH3:23][O:22][CH2:21][O:20][C:7]1[CH:8]=[C:9]([C:11]([CH3:18])([CH3:19])[CH2:12][CH2:13][CH2:14][CH2:15][CH2:16][CH3:17])[CH:10]=[C:5]([O:4][CH2:3][O:2][CH3:1])[C:6]=1[B:29]([OH:32])[OH:30]. The yield is 0.810. (7) The reactants are [N:1]1([C:10](=[O:12])[CH3:11])[C:9]2[C:4](=[CH:5][CH:6]=[CH:7][CH:8]=2)[CH2:3][CH2:2]1.[Br:13]Br. The catalyst is C(O)(=O)C. The product is [Br:13][C:6]1[CH:5]=[C:4]2[C:9](=[CH:8][CH:7]=1)[N:1]([C:10](=[O:12])[CH3:11])[CH2:2][CH2:3]2. The yield is 0.960.